This data is from Drug-target binding data from BindingDB using IC50 measurements. The task is: Regression. Given a target protein amino acid sequence and a drug SMILES string, predict the binding affinity score between them. We predict pIC50 (pIC50 = -log10(IC50 in M); higher means more potent). Dataset: bindingdb_ic50. (1) The drug is CS(=O)(=O)N1CCN(c2ccc(/C=C/c3cc(Cl)cc(-c4ccncc4)c3)cc2)CC1. The target protein (P05185) has sequence MWLLLAVFLLTLAYLFWPKTKHSGAKYPRSLPSLPLVGSLPFLPRRGQQHKNFFKLQEKYGPIYSFRLGSKTTVMIGHHQLAREVLLKKGKEFSGRPKVATLDILSDNQKGIAFADHGAHWQLHRKLALNAFALFKDGNLKLEKIINQEANVLCDFLATQHGEAIDLSEPLSLAVTNIISFICFNFSFKNEDPALKAIQNVNDGILEVLSKEVLLDIFPVLKIFPSKAMEKMKGCVQTRNELLNEILEKCQENFSSDSITNLLHILIQAKVNADNNNAGPDQDSKLLSNRHMLATIGDIFGAGVETTTSVIKWIVAYLLHHPSLKKRIQDDIDQIIGFNRTPTISDRNRLVLLEATIREVLRIRPVAPTLIPHKAVIDSSIGDLTIDKGTDVVVNLWALHHSEKEWQHPDLFMPERFLDPTGTQLISPSLSYLPFGAGPRSCVGEMLARQELFLFMSRLLQRFNLEIPDDGKLPSLEGHASLVLQIKPFKVKIEVRQAWK.... The pIC50 is 6.1. (2) The drug is CCOc1ccc(-n2c(C)c3c(C)nnc(-c4ccccc4Cl)c3c2C)cc1. The target protein (P54289) has sequence MAAGCLLALTLTLFQSLLIGPSSEEPFPSAVTIKSWVDKMQEDLVTLAKTASGVNQLVDIYEKYQDLYTVEPNNARQLVEIAARDIEKLLSNRSKALVRLALEAEKVQAAHQWREDFASNEVVYYNAKDDLDPEKNDSEPGSQRIKPVFIEDANFGRQISYQHAAVHIPTDIYEGSTIVLNELNWTSALDEVFKKNREEDPSLLWQVFGSATGLARYYPASPWVDNSRTPNKIDLYDVRRRPWYIQGAASPKDMLILVDVSGSVSGLTLKLIRTSVSEMLETLSDDDFVNVASFNSNAQDVSCFQHLVQANVRNKKVLKDAVNNITAKGITDYKKGFSFAFEQLLNYNVSRANCNKIIMLFTDGGEERAQEIFNKYNKDKKVRVFTFSVGQHNYDRGPIQWMACENKGYYYEIPSIGAIRINTQEYLDVLGRPMVLAGDKAKQVQWTNVYLDALELGLVITGTLPVFNITGQFENKTNLKNQLILGVMGVDVSLEDIKRL.... The pIC50 is 5.4.